This data is from Full USPTO retrosynthesis dataset with 1.9M reactions from patents (1976-2016). The task is: Predict the reactants needed to synthesize the given product. (1) Given the product [Cl:1][C:2]1[CH:3]=[C:4]([NH:5][C:19](=[O:21])[O:22][CH2:23][C:24]2[CH:4]=[CH:3][CH:2]=[CH:8][CH:7]=2)[CH:6]=[CH:7][C:8]=1[CH:9]1[CH2:18][CH2:17][C:12]2([O:13][CH2:14][CH2:15][O:16]2)[CH2:11][CH2:10]1, predict the reactants needed to synthesize it. The reactants are: [Cl:1][C:2]1[CH:3]=[C:4]([CH:6]=[CH:7][C:8]=1[C:9]1[CH2:18][CH2:17][C:12]2([O:16][CH2:15][CH2:14][O:13]2)[CH2:11][CH:10]=1)[NH2:5].[C:19]([O:22][CH2:23][CH3:24])(=[O:21])C. (2) Given the product [F:1][C:2]1[C:3](=[O:10])[CH:4]2[CH:5]([C:6](=[O:9])[C:7]=1[F:8])[CH:13]1[CH2:14][CH2:15][CH:16]2[CH:11]=[CH:12]1, predict the reactants needed to synthesize it. The reactants are: [F:1][C:2]1[C:3](=[O:10])[CH:4]=[CH:5][C:6](=[O:9])[C:7]=1[F:8].[CH:11]1[CH2:16][CH2:15][CH:14]=[CH:13][CH:12]=1. (3) Given the product [Br:8][C:9]1[CH:10]=[C:11]([S:15]([N:5]2[CH2:6][CH2:7][N:2]([CH3:1])[CH2:3][CH2:4]2)(=[O:17])=[O:16])[CH:12]=[CH:13][CH:14]=1, predict the reactants needed to synthesize it. The reactants are: [CH3:1][N:2]1[CH2:7][CH2:6][NH:5][CH2:4][CH2:3]1.[Br:8][C:9]1[CH:10]=[C:11]([S:15](Cl)(=[O:17])=[O:16])[CH:12]=[CH:13][CH:14]=1.